Dataset: Forward reaction prediction with 1.9M reactions from USPTO patents (1976-2016). Task: Predict the product of the given reaction. (1) Given the reactants FC(F)(F)C(O)=O.[CH3:8][O:9][C:10]1[CH:11]=[C:12]2[C:16](=[CH:17][C:18]=1[O:19][CH3:20])[N:15]([CH3:21])[CH:14]=[C:13]2[C:22]1[N:38](S(C2C=CC(C)=CC=2)(=O)=O)[C:25]2=[N:26][CH:27]=[CH:28][C:29]([CH2:30][NH:31][C:32]3[N:33]([CH3:37])[N:34]=[CH:35][CH:36]=3)=[C:24]2[CH:23]=1.[OH-].[K+], predict the reaction product. The product is: [CH3:8][O:9][C:10]1[CH:11]=[C:12]2[C:16](=[CH:17][C:18]=1[O:19][CH3:20])[N:15]([CH3:21])[CH:14]=[C:13]2[C:22]1[NH:38][C:25]2=[N:26][CH:27]=[CH:28][C:29]([CH2:30][NH:31][C:32]3[N:33]([CH3:37])[N:34]=[CH:35][CH:36]=3)=[C:24]2[CH:23]=1. (2) Given the reactants Br[C:2]1[CH:3]=[C:4]([C:15]2[CH:20]=[CH:19][CH:18]=[C:17]([F:21])[CH:16]=2)[CH:5]=[CH:6][C:7]=1[O:8][CH2:9][O:10][CH2:11][CH2:12][O:13][CH3:14].[F:22][C:23]([F:34])([F:33])[C:24]1[CH:29]=[CH:28][C:27](B(O)O)=[CH:26][N:25]=1.C(=O)([O-])[O-].[K+].[K+], predict the reaction product. The product is: [F:21][C:17]1[CH:16]=[C:15]([C:4]2[CH:5]=[CH:6][C:7]([O:8][CH2:9][O:10][CH2:11][CH2:12][O:13][CH3:14])=[C:2]([C:27]3[CH:28]=[CH:29][C:24]([C:23]([F:34])([F:33])[F:22])=[N:25][CH:26]=3)[CH:3]=2)[CH:20]=[CH:19][CH:18]=1. (3) The product is: [C:22]([O:21][C:19]([NH:18][C:16]1[CH:15]=[CH:14][C:13]([O:26][C:27]([F:28])([F:29])[F:30])=[C:12]([C:9]2[CH:10]=[CH:11][C:6]([C:4]([OH:5])=[O:3])=[CH:7][CH:8]=2)[CH:17]=1)=[O:20])([CH3:25])([CH3:23])[CH3:24]. Given the reactants C([O:3][C:4]([C:6]1[CH:11]=[CH:10][C:9]([C:12]2[CH:17]=[C:16]([NH:18][C:19]([O:21][C:22]([CH3:25])([CH3:24])[CH3:23])=[O:20])[CH:15]=[CH:14][C:13]=2[O:26][C:27]([F:30])([F:29])[F:28])=[CH:8][CH:7]=1)=[O:5])C, predict the reaction product.